This data is from Forward reaction prediction with 1.9M reactions from USPTO patents (1976-2016). The task is: Predict the product of the given reaction. (1) Given the reactants [CH:1]1([CH2:4][O:5][C:6]2[N:11]=[C:10]([C:12]([OH:14])=O)[CH:9]=[CH:8][C:7]=2[N:15]2[CH2:18][C:17]([F:20])([F:19])[CH2:16]2)[CH2:3][CH2:2]1.Cl.[NH2:22][CH:23]([CH2:26][CH:27]([CH3:29])[CH3:28])[C:24]#[N:25], predict the reaction product. The product is: [C:24]([CH:23]([NH:22][C:12]([C:10]1[CH:9]=[CH:8][C:7]([N:15]2[CH2:18][C:17]([F:20])([F:19])[CH2:16]2)=[C:6]([O:5][CH2:4][CH:1]2[CH2:2][CH2:3]2)[N:11]=1)=[O:14])[CH2:26][CH:27]([CH3:29])[CH3:28])#[N:25]. (2) The product is: [CH:33]1([C:7]2[CH:8]=[C:9]([CH:14]=[C:15]([CH:46]3[CH2:40][CH2:41]3)[CH:16]=2)[C:10]([O:12][CH3:13])=[O:11])[CH2:35][CH2:34]1. Given the reactants FC(F)(F)S(O[C:7]1[CH:8]=[C:9]([CH:14]=[C:15](OS(C(F)(F)F)(=O)=O)[CH:16]=1)[C:10]([O:12][CH3:13])=[O:11])(=O)=O.C([O-])([O-])=O.[K+].[K+].[CH:33]1(OB(O)O)[CH2:35][CH2:34]1.[C:40]1([CH3:46])C=CC=C[CH:41]=1, predict the reaction product. (3) Given the reactants [C:1]([C:5]1[CH:12]=[CH:11][C:8]([CH2:9][NH2:10])=[CH:7][CH:6]=1)([CH3:4])([CH3:3])[CH3:2].[CH3:13][CH:14]([CH3:18])[CH2:15][CH:16]=O.[BH4-].[Na+], predict the reaction product. The product is: [C:1]([C:5]1[CH:6]=[CH:7][C:8]([CH2:9][NH:10][CH2:16][CH2:15][CH:14]([CH3:18])[CH3:13])=[CH:11][CH:12]=1)([CH3:4])([CH3:2])[CH3:3]. (4) Given the reactants [NH2:1][C:2]1[CH:7]=[CH:6][C:5]([NH:8][C:9]([C:11]2[C:12]([C:17]3[CH:22]=[CH:21][C:20]([C:23]([F:26])([F:25])[F:24])=[CH:19][CH:18]=3)=[CH:13][CH:14]=[CH:15][CH:16]=2)=[O:10])=[CH:4][CH:3]=1.[CH:27]([C:29]1[CH:34]=[N:33][CH:32]=[CH:31][N:30]=1)=[CH2:28].C(O)(=O)C, predict the reaction product. The product is: [N:30]1[CH:31]=[CH:32][N:33]=[CH:34][C:29]=1[CH2:27][CH2:28][NH:1][C:2]1[CH:7]=[CH:6][C:5]([NH:8][C:9]([C:11]2[C:12]([C:17]3[CH:22]=[CH:21][C:20]([C:23]([F:24])([F:25])[F:26])=[CH:19][CH:18]=3)=[CH:13][CH:14]=[CH:15][CH:16]=2)=[O:10])=[CH:4][CH:3]=1. (5) Given the reactants C(S[CH:14]([OH:26])[CH:15]=[CH:16][C:17]1[C:22]([Cl:23])=[CH:21][C:20]([Cl:24])=[CH:19][C:18]=1[Cl:25])CCCCCCCCCCC.S(=O)(=O)(O)[OH:28].O1CCOCC1, predict the reaction product. The product is: [OH:26][CH2:14][C:15](=[O:28])[CH2:16][C:17]1[C:22]([Cl:23])=[CH:21][C:20]([Cl:24])=[CH:19][C:18]=1[Cl:25]. (6) The product is: [N:12]1([CH2:13][CH2:14][CH2:15][CH2:16][CH2:17][C:18]([C:20]2[CH:25]=[CH:24][CH:23]=[CH:22][CH:21]=2)=[O:19])[C:11]2[C:10]3[CH:9]=[CH:8][CH:7]=[CH:6][C:5]=3[N:4]=[CH:3][C:2]=2[N:1]=[CH:26]1. Given the reactants [NH2:1][C:2]1[CH:3]=[N:4][C:5]2[C:10]([C:11]=1[NH:12][CH2:13][CH2:14][CH2:15][CH2:16][CH2:17][C:18]([C:20]1[CH:25]=[CH:24][CH:23]=[CH:22][CH:21]=1)=[O:19])=[CH:9][CH:8]=[CH:7][CH:6]=2.[CH:26](OC)(OC)OC.Cl.N1C=CC=CC=1, predict the reaction product. (7) Given the reactants [OH:1][CH2:2][CH2:3][NH:4][C:5](=[O:12])[C:6]1[CH:11]=[CH:10][N:9]=[CH:8][CH:7]=1.C[Si]([N-][Si](C)(C)C)(C)C.[Li+].[CH:23]1([NH:26][C:27]([C:29]2[S:42][C:32]3=[N:33][C:34](S(C)=O)=[C:35]([Cl:38])[C:36]([CH3:37])=[C:31]3[C:30]=2[NH2:43])=[O:28])[CH2:25][CH2:24]1, predict the reaction product. The product is: [CH:23]1([NH:26][C:27]([C:29]2[S:42][C:32]3=[N:33][C:34]([O:1][CH2:2][CH2:3][NH:4][C:5]([C:6]4[CH:7]=[CH:8][N:9]=[CH:10][CH:11]=4)=[O:12])=[C:35]([Cl:38])[C:36]([CH3:37])=[C:31]3[C:30]=2[NH2:43])=[O:28])[CH2:25][CH2:24]1. (8) The product is: [CH:1]1([CH:7]2[CH:16]3[CH2:17][CH2:18][CH2:19][O:20][CH:15]3[C:14]3[CH:13]=[C:12]([NH2:21])[CH:11]=[CH:10][C:9]=3[NH:8]2)[CH2:2][CH2:3][CH2:4][CH2:5][CH2:6]1. Given the reactants [CH:1]1([CH:7]2[CH:16]3[CH2:17][CH2:18][CH2:19][O:20][CH:15]3[C:14]3[CH:13]=[C:12]([NH:21]C(=O)[O-])[CH:11]=[CH:10][C:9]=3[NH:8]2)[CH2:6][CH2:5][CH2:4][CH2:3][CH2:2]1.C(O)(C(F)(F)F)=O.[OH-].[Na+], predict the reaction product. (9) The product is: [ClH:3].[ClH:3].[NH2:5][C:6]1[C:7]([CH3:37])=[CH:8][C:9]([O:10][C:11]2[CH:12]=[CH:13][C:14]3[N:18]=[C:17]([CH2:19][O:20][C:21]4[CH:31]=[CH:30][C:24]([C:25]([OH:27])=[O:26])=[CH:23][CH:22]=4)[N:16]([CH3:32])[C:15]=3[CH:33]=2)=[CH:34][C:35]=1[CH3:36]. Given the reactants [OH-].[Na+].[ClH:3].Cl.[NH2:5][C:6]1[C:35]([CH3:36])=[CH:34][C:9]([O:10][C:11]2[CH:12]=[CH:13][C:14]3[N:18]=[C:17]([CH2:19][O:20][C:21]4[CH:31]=[CH:30][C:24]([C:25]([O:27]CC)=[O:26])=[CH:23][CH:22]=4)[N:16]([CH3:32])[C:15]=3[CH:33]=2)=[CH:8][C:7]=1[CH3:37].Cl, predict the reaction product. (10) The product is: [C:1]([N:4]1[C:13]2[C:8](=[CH:9][C:10]([O:14][C:29](=[O:30])[CH2:28][C:24]([CH3:27])([CH3:26])[CH3:25])=[CH:11][CH:12]=2)[C:7]([C:16]2[CH:21]=[CH:20][CH:19]=[CH:18][CH:17]=2)([CH3:15])[CH2:6][C:5]1([CH3:23])[CH3:22])(=[O:3])[CH3:2]. Given the reactants [C:1]([N:4]1[C:13]2[C:8](=[CH:9][C:10]([OH:14])=[CH:11][CH:12]=2)[C:7]([C:16]2[CH:21]=[CH:20][CH:19]=[CH:18][CH:17]=2)([CH3:15])[CH2:6][C:5]1([CH3:23])[CH3:22])(=[O:3])[CH3:2].[C:24]([CH2:28][C:29](Cl)=[O:30])([CH3:27])([CH3:26])[CH3:25].C(N(CC)C(C)C)(C)C, predict the reaction product.